This data is from Forward reaction prediction with 1.9M reactions from USPTO patents (1976-2016). The task is: Predict the product of the given reaction. Given the reactants [OH-].[K+].[CH3:3][C:4]1[CH:12]=[CH:11][C:10]([CH3:13])=[C:9]2[C:5]=1[CH2:6][CH2:7][C:8]2=O.O.NN.CC1(C)CC2C(=CC=CC=2)C1=O, predict the reaction product. The product is: [CH3:13][C:10]1[CH:11]=[CH:12][C:4]([CH3:3])=[C:5]2[C:9]=1[CH2:8][CH2:7][CH2:6]2.